Dataset: Full USPTO retrosynthesis dataset with 1.9M reactions from patents (1976-2016). Task: Predict the reactants needed to synthesize the given product. (1) Given the product [CH2:1]([S:8]([NH:11][C:12]([CH:14]1[CH2:17][N:16]([C:18]2[C:28]([C:29]#[N:30])=[CH:27][C:21]([C:22]([O:24][CH2:25][CH3:26])=[O:23])=[C:20]([CH2:31][S:33][CH2:34][CH2:35][OH:36])[N:19]=2)[CH2:15]1)=[O:13])(=[O:10])=[O:9])[C:2]1[CH:7]=[CH:6][CH:5]=[CH:4][CH:3]=1, predict the reactants needed to synthesize it. The reactants are: [CH2:1]([S:8]([NH:11][C:12]([CH:14]1[CH2:17][N:16]([C:18]2[C:28]([C:29]#[N:30])=[CH:27][C:21]([C:22]([O:24][CH2:25][CH3:26])=[O:23])=[C:20]([CH2:31]Cl)[N:19]=2)[CH2:15]1)=[O:13])(=[O:10])=[O:9])[C:2]1[CH:7]=[CH:6][CH:5]=[CH:4][CH:3]=1.[SH:33][CH2:34][CH2:35][OH:36]. (2) Given the product [O:3]=[C:4]1[CH:5]=[C:6]([C@H:8]2[CH2:13][CH2:12][N:11]([C:14]([O:16][CH3:17])=[O:15])[C@@H:10]([CH2:18][C:19]3[CH:24]=[C:23]([F:25])[C:22]([F:26])=[C:21]([F:27])[CH:20]=3)[CH2:9]2)[O:7][NH:31]1, predict the reactants needed to synthesize it. The reactants are: C([O:3][C:4](=O)[CH2:5][C:6]([C@H:8]1[CH2:13][CH2:12][N:11]([C:14]([O:16][CH3:17])=[O:15])[C@@H:10]([CH2:18][C:19]2[CH:24]=[C:23]([F:25])[C:22]([F:26])=[C:21]([F:27])[CH:20]=2)[CH2:9]1)=[O:7])C.[OH-].[Na+].[NH2:31]O.Cl. (3) Given the product [Br:33][CH2:14][CH2:15][CH2:16][N:17]1[CH:21]([CH3:22])[CH2:20][CH2:19][C:18]1=[O:23].[CH2:16]([N:17]1[CH:21]([CH3:22])[CH2:20][CH2:19][C:18]1=[O:23])[CH:15]=[CH2:14], predict the reactants needed to synthesize it. The reactants are: C(N1CCN([CH2:14][CH2:15][CH2:16][N:17]2[CH:21]([CH3:22])[CH2:20][CH2:19][C:18]2=[O:23])CC1)C1C=CC=CC=1.CC1NC(=O)CC1.[H-].[Na+].[Br:33]CCCBr. (4) Given the product [OH:32][C:33]1[C:34]([C:35]([C:37]2[CH:38]=[CH:39][CH:40]=[CH:41][CH:42]=2)([CH3:36])[CH3:43])=[N:12][C:20]2[C:15]([C:14]=1[C:13]([OH:26])=[O:3])=[CH:16][CH:17]=[C:18]1[CH2:24][CH2:23][CH2:22][CH2:21][C:19]=21, predict the reactants needed to synthesize it. The reactants are: N1C2C(=CC=CC=2)C(=O)C1=[O:3].[NH:12]1[C:20]2[C:15](=[CH:16][CH:17]=[C:18]3[CH2:24][CH2:23][CH2:22][CH2:21][C:19]3=2)[C:14](=O)[C:13]1=[O:26].[OH-].[Na+].C([O:32][CH2:33][C:34](=O)[C:35]([CH3:43])([C:37]1[CH:42]=[CH:41][CH:40]=[CH:39][CH:38]=1)[CH3:36])(=O)C. (5) Given the product [C:16]([C:19]1[CH:20]=[CH:21][C:22]([N:25]2[C:11]([CH2:10][C:3]3[C:4]([CH3:9])=[CH:5][C:6]([CH3:8])=[CH:7][C:2]=3[CH3:1])=[N:28][NH:27][C:26]2=[S:29])=[CH:23][CH:24]=1)([OH:18])=[O:17], predict the reactants needed to synthesize it. The reactants are: [CH3:1][C:2]1[CH:7]=[C:6]([CH3:8])[CH:5]=[C:4]([CH3:9])[C:3]=1[CH2:10][C:11](OCC)=O.[C:16]([C:19]1[CH:24]=[CH:23][C:22]([NH:25][C:26](=[S:29])[NH:27][NH2:28])=[CH:21][CH:20]=1)([OH:18])=[O:17].C[O-].[Na+]. (6) The reactants are: [CH:1]1([NH:7][C:8]2[CH:13]=[CH:12][CH:11]=[CH:10][C:9]=2[N+:14]([O-])=O)[CH2:6][CH2:5][CH2:4][CH2:3][CH2:2]1.[Sn](Cl)Cl. Given the product [CH:1]1([NH:7][C:8]2[C:9]([NH2:14])=[CH:10][CH:11]=[CH:12][CH:13]=2)[CH2:6][CH2:5][CH2:4][CH2:3][CH2:2]1, predict the reactants needed to synthesize it. (7) Given the product [NH2:15][C:4]1[C:5]([N+:11]([O-:13])=[O:12])=[CH:6][C:7]([N+:8]([O-:10])=[O:9])=[C:2]([Cl:1])[CH:3]=1, predict the reactants needed to synthesize it. The reactants are: [Cl:1][C:2]1[C:7]([N+:8]([O-:10])=[O:9])=[CH:6][C:5]([N+:11]([O-:13])=[O:12])=[C:4](Cl)[CH:3]=1.[NH3:15].